Dataset: Catalyst prediction with 721,799 reactions and 888 catalyst types from USPTO. Task: Predict which catalyst facilitates the given reaction. (1) Reactant: C(O[C:4]([C:6]1([CH2:19][CH2:20]OC)[CH2:11][CH2:10][N:9](C(OC(C)(C)C)=O)[CH2:8][CH2:7]1)=[O:5])C.[CH:23]1([C:26]2[CH:32]=[CH:31][C:29]([NH2:30])=[CH:28][CH:27]=2)[CH2:25][CH2:24]1.[Cl-].C[Al+]C.Cl. Product: [CH:23]1([C:26]2[CH:32]=[CH:31][C:29]([N:30]3[CH2:20][CH2:19][C:6]4([CH2:7][CH2:8][NH:9][CH2:10][CH2:11]4)[C:4]3=[O:5])=[CH:28][CH:27]=2)[CH2:25][CH2:24]1. The catalyst class is: 11. (2) Reactant: [C:1]([O:4][CH:5]([C:11]([C:13]1[CH:18]=[CH:17][C:16]([F:19])=[CH:15][CH:14]=1)=O)[C:6]([O:8][CH2:9][CH3:10])=[O:7])(=O)[CH3:2].C([O-])(=O)C.[NH4+:24]. Product: [F:19][C:16]1[CH:17]=[CH:18][C:13]([C:11]2[N:24]=[C:1]([CH3:2])[O:4][C:5]=2[C:6]([O:8][CH2:9][CH3:10])=[O:7])=[CH:14][CH:15]=1. The catalyst class is: 15. (3) Reactant: [NH:1]1[C:9]2[C:4](=[CH:5][CH:6]=[CH:7][CH:8]=2)[C:3](/[CH:10]=[C:11]2\[O:12][C:13]3[C:20]([CH2:21][N:22]4[CH2:27][CH2:26][N:25](C(OC(C)(C)C)=O)[CH2:24][CH2:23]4)=[C:19]([OH:35])[CH:18]=[CH:17][C:14]=3[C:15]\2=[O:16])=[CH:2]1.Cl. Product: [NH:1]1[C:9]2[C:4](=[CH:5][CH:6]=[CH:7][CH:8]=2)[C:3](/[CH:10]=[C:11]2\[O:12][C:13]3[C:20]([CH2:21][N:22]4[CH2:23][CH2:24][NH:25][CH2:26][CH2:27]4)=[C:19]([OH:35])[CH:18]=[CH:17][C:14]=3[C:15]\2=[O:16])=[CH:2]1. The catalyst class is: 135. (4) Reactant: [C:1]([OH:5])(=[O:4])[CH:2]=[CH2:3].CS(O)(=O)=O.CO[C:13]1[CH:18]=[CH:17][C:16](O)=[CH:15][CH:14]=1. Product: [C:1]([O:5][CH:13]1[CH2:18][CH2:17][CH2:16][CH2:15][CH2:14]1)(=[O:4])[CH:2]=[CH2:3]. The catalyst class is: 194. (5) Reactant: [C:1]([O:5][C:6](=[O:17])[NH:7][C:8]([CH3:16])([C:10]1[NH:14][C:13](=[O:15])[O:12][N:11]=1)[CH3:9])([CH3:4])([CH3:3])[CH3:2].CO.[C:20]1(P(C2C=CC=CC=2)C2C=CC=CC=2)C=CC=CC=1.N(C(OC(C)C)=O)=NC(OC(C)C)=O. Product: [C:1]([O:5][C:6](=[O:17])[NH:7][C:8]([CH3:9])([C:10]1[N:14]([CH3:20])[C:13](=[O:15])[O:12][N:11]=1)[CH3:16])([CH3:2])([CH3:3])[CH3:4]. The catalyst class is: 1. (6) Reactant: [OH:1][C:2]1[CH:3]=[C:4]([CH2:8][NH:9][C:10](=[O:18])[C:11]2[CH:16]=[CH:15][CH:14]=[N:13][C:12]=2[NH2:17])[CH:5]=[CH:6][CH:7]=1.[CH3:19][O:20][C:21]1[CH:26]=[CH:25][CH:24]=[CH:23][C:22]=1[CH2:27]Cl.C(=O)([O-])[O-].[Cs+].[Cs+].CN(C=O)C. Product: [CH3:19][O:20][C:21]1[CH:26]=[CH:25][CH:24]=[CH:23][C:22]=1[CH2:27][O:1][C:2]1[CH:3]=[C:4]([CH2:8][NH:9][C:10](=[O:18])[C:11]2[CH:16]=[CH:15][CH:14]=[N:13][C:12]=2[NH2:17])[CH:5]=[CH:6][CH:7]=1. The catalyst class is: 6. (7) Reactant: [F-].[Cs+].[CH3:3][O:4][C:5]1[CH:14]=[N:13][C:12]2[C:7](=[C:8]([O:15][Si](C(C)C)(C(C)C)C(C)C)[CH:9]=[CH:10][CH:11]=2)[N:6]=1. Product: [CH3:3][O:4][C:5]1[CH:14]=[N:13][C:12]2[CH:11]=[CH:10][CH:9]=[C:8]([OH:15])[C:7]=2[N:6]=1. The catalyst class is: 36. (8) Reactant: [C:1]([O:5][C:6]([N:8]1[CH2:17][CH2:16][C:15]2[C:10](=[C:11]([C:18](O)=[O:19])[CH:12]=[CH:13][CH:14]=2)[CH2:9]1)=[O:7])([CH3:4])([CH3:3])[CH3:2].[S:21]1[C:25]2[CH:26]=[CH:27][CH:28]=[CH:29][C:24]=2[N:23]=[C:22]1[NH2:30].Cl.C(N=C=NCCCN(C)C)C. Product: [S:21]1[C:25]2[CH:26]=[CH:27][CH:28]=[CH:29][C:24]=2[N:23]=[C:22]1[NH:30][C:18]([C:11]1[CH:12]=[CH:13][CH:14]=[C:15]2[C:10]=1[CH2:9][N:8]([C:6]([O:5][C:1]([CH3:4])([CH3:3])[CH3:2])=[O:7])[CH2:17][CH2:16]2)=[O:19]. The catalyst class is: 112. (9) Reactant: [C:1]([C:5]1[S:9]/[C:8](=[N:10]\[C:11]([C:13]2[CH:31]=[C:30]([C:32]([F:35])([F:34])[F:33])[CH:29]=[CH:28][C:14]=2[O:15][CH2:16][C@@H:17]2[CH2:20][CH2:19][N:18]2C(OC(C)(C)C)=O)=[O:12])/[N:7]([CH2:36][C@H:37]2[CH2:41][CH2:40][CH2:39][O:38]2)[CH:6]=1)([CH3:4])([CH3:3])[CH3:2].FC(F)(F)C(O)=O.C([O-])([O-])=O.[Na+].[Na+]. Product: [NH:18]1[CH2:19][CH2:20][C@H:17]1[CH2:16][O:15][C:14]1[CH:28]=[CH:29][C:30]([C:32]([F:34])([F:33])[F:35])=[CH:31][C:13]=1[C:11](/[N:10]=[C:8]1\[S:9][C:5]([C:1]([CH3:2])([CH3:3])[CH3:4])=[CH:6][N:7]\1[CH2:36][C@H:37]1[CH2:41][CH2:40][CH2:39][O:38]1)=[O:12]. The catalyst class is: 2.